The task is: Predict which catalyst facilitates the given reaction.. This data is from Catalyst prediction with 721,799 reactions and 888 catalyst types from USPTO. (1) Reactant: Br[CH:2]1[CH2:20][CH2:19][C:5]2=[CH:6][C:7]3[C:8]4[CH:17]=[CH:16][C:15]([Cl:18])=[CH:14][C:9]=4[CH2:10][O:11][C:12]=3[CH:13]=[C:4]2[C:3]1=[O:21].[C:22]([O:26][C:27]([N:29]1[C@@H:33]([CH3:34])[CH2:32][CH2:31][C@H:30]1[C:35]([OH:37])=[O:36])=[O:28])([CH3:25])([CH3:24])[CH3:23].CCN(C(C)C)C(C)C. Product: [CH3:34][C@@H:33]1[N:29]([C:27]([O:26][C:22]([CH3:23])([CH3:25])[CH3:24])=[O:28])[C@H:30]([C:35]([O:37][CH:2]2[CH2:20][CH2:19][C:5]3=[CH:6][C:7]4[C:8]5[CH:17]=[CH:16][C:15]([Cl:18])=[CH:14][C:9]=5[CH2:10][O:11][C:12]=4[CH:13]=[C:4]3[C:3]2=[O:21])=[O:36])[CH2:31][CH2:32]1. The catalyst class is: 210. (2) The catalyst class is: 13. Product: [O:13]1[C:17]([C@H:18]2[CH2:23][CH2:22][C@H:21]([N:24]3[C:29](=[O:30])[C:28]([CH2:31][C:32]4[CH:37]=[CH:36][C:35]([C:38]5[CH:43]=[CH:42][CH:41]=[CH:40][C:39]=5[C:44]5[NH:3][C:4](=[O:7])[O:5][N:45]=5)=[CH:34][CH:33]=4)=[C:27]([CH2:46][CH2:47][CH3:48])[N:26]4[N:49]=[CH:50][N:51]=[C:25]34)[CH2:20][CH2:19]2)=[CH:16][N:15]=[CH:14]1. Reactant: [Cl-].O[NH3+:3].[C:4](=[O:7])([O-])[OH:5].[Na+].CS(C)=O.[O:13]1[C:17]([C@H:18]2[CH2:23][CH2:22][C@H:21]([N:24]3[C:29](=[O:30])[C:28]([CH2:31][C:32]4[CH:37]=[CH:36][C:35]([C:38]5[C:39]([C:44]#[N:45])=[CH:40][CH:41]=[CH:42][CH:43]=5)=[CH:34][CH:33]=4)=[C:27]([CH2:46][CH2:47][CH3:48])[N:26]4[N:49]=[CH:50][N:51]=[C:25]34)[CH2:20][CH2:19]2)=[CH:16][N:15]=[CH:14]1. (3) Reactant: [F:1][C:2]1[CH:7]=[CH:6][C:5]([OH:8])=[CH:4][CH:3]=1.C(=O)([O-])[O-].[K+].[K+].Br[CH:16]([C:18](=[O:21])[CH2:19][CH3:20])[CH3:17]. Product: [F:1][C:2]1[CH:7]=[CH:6][C:5]([O:8][CH:16]([C:18](=[O:21])[CH2:19][CH3:20])[CH3:17])=[CH:4][CH:3]=1. The catalyst class is: 35. (4) Reactant: [CH:1]1([C:5]2[O:9][N:8]=[C:7]([C:10]3[C:15]([Cl:16])=[CH:14][N:13]=[CH:12][C:11]=3[Cl:17])[C:6]=2[C:18](O)=[O:19])[CH2:4][CH2:3][CH2:2]1.C(N(CC)CC)C.ClC(OC(C)C)=O.[BH4-].[Na+]. Product: [CH:1]1([C:5]2[O:9][N:8]=[C:7]([C:10]3[C:11]([Cl:17])=[CH:12][N:13]=[CH:14][C:15]=3[Cl:16])[C:6]=2[CH2:18][OH:19])[CH2:2][CH2:3][CH2:4]1. The catalyst class is: 20.